From a dataset of Reaction yield outcomes from USPTO patents with 853,638 reactions. Predict the reaction yield, written as a fraction of the theoretical maximum amount of product (1.0 means a 100% yield; for example, 0.34 means a 34% yield). (1) The reactants are [NH2:1][C:2]1[CH:7]=[C:6](Cl)[N:5]=[C:4]([C:9]([O:11][CH3:12])=[O:10])[C:3]=1[Cl:13].N1C=CC=[CH:16][C:15]=1[C:20](O)=O.C(B1OC(C)(C)C(C)(C)O1)(C)=C.[F-].[K+]. The catalyst is C(#N)C.O.[Cl-].[Na+].O.Cl[Pd](Cl)([P](C1C=CC=CC=1)(C1C=CC=CC=1)C1C=CC=CC=1)[P](C1C=CC=CC=1)(C1C=CC=CC=1)C1C=CC=CC=1. The product is [NH2:1][C:2]1[CH:7]=[C:6]([C:15]([CH3:20])=[CH2:16])[N:5]=[C:4]([C:9]([O:11][CH3:12])=[O:10])[C:3]=1[Cl:13]. The yield is 0.250. (2) The reactants are C[O:2][C:3](=[O:22])[CH:4]=[CH:5][C:6]1[CH:11]=[CH:10][CH:9]=[C:8]([S:12](=[O:21])(=[O:20])[NH:13][C:14]2[CH:19]=[CH:18][CH:17]=[CH:16][CH:15]=2)[CH:7]=1.[OH-].[Na+]. The catalyst is CO. The product is [C:14]1([NH:13][S:12]([C:8]2[CH:7]=[C:6]([CH:5]=[CH:4][C:3]([OH:22])=[O:2])[CH:11]=[CH:10][CH:9]=2)(=[O:21])=[O:20])[CH:15]=[CH:16][CH:17]=[CH:18][CH:19]=1. The yield is 0.820. (3) The reactants are [CH2:1]([N:4]1[C:12]2[C:11](Cl)=[N:10][C:9](=[O:14])[N:8]([CH2:15][CH2:16][CH2:17][CH2:18][CH3:19])[C:7]=2[N:6]=[CH:5]1)[CH:2]=[CH2:3].[N-:20]=[N+:21]=[N-:22].[Na+]. The catalyst is C(O)C. The product is [CH2:1]([N:4]1[C:12]2[C:11]3=[N:20][N:21]=[N:22][N:10]3[C:9](=[O:14])[N:8]([CH2:15][CH2:16][CH2:17][CH2:18][CH3:19])[C:7]=2[N:6]=[CH:5]1)[CH:2]=[CH2:3]. The yield is 0.226. (4) The reactants are [CH:1]([CH:3]([CH2:8][CH2:9][O:10][CH3:11])[CH2:4][CH2:5][O:6][CH3:7])=O.[C:12]([CH:17]=P(C1C=CC=CC=1)(C1C=CC=CC=1)C1C=CC=CC=1)([O:14][CH2:15][CH3:16])=[O:13]. The catalyst is C(Cl)Cl. The product is [CH3:7][O:6][CH2:5][CH2:4][CH:3]([CH2:8][CH2:9][O:10][CH3:11])[CH:1]=[CH:17][C:12]([O:14][CH2:15][CH3:16])=[O:13]. The yield is 0.880. (5) The reactants are I[C:2]1[CH:19]=[N:18][C:5]2[NH:6][CH2:7][CH2:8][N:9]([C:10]([C:12]3[CH:17]=[CH:16][CH:15]=[CH:14][CH:13]=3)=[O:11])[C:4]=2[CH:3]=1.[CH3:20][N:21]([CH3:43])[CH2:22][CH2:23][CH2:24][NH:25][C:26](=[O:42])[C:27]1[CH:32]=[CH:31][C:30](B2OC(C)(C)C(C)(C)O2)=[CH:29][CH:28]=1. No catalyst specified. The product is [C:10]([N:9]1[CH2:8][CH2:7][NH:6][C:5]2[N:18]=[CH:19][C:2]([C:30]3[CH:31]=[CH:32][C:27]([C:26]([NH:25][CH2:24][CH2:23][CH2:22][N:21]([CH3:20])[CH3:43])=[O:42])=[CH:28][CH:29]=3)=[CH:3][C:4]1=2)(=[O:11])[C:12]1[CH:17]=[CH:16][CH:15]=[CH:14][CH:13]=1. The yield is 0.440. (6) The reactants are Cl[C:2]1[CH:11]=[CH:10][C:9]2[C:4](=[CH:5][CH:6]=[C:7]([CH3:15])[C:8]=2[N+:12]([O-:14])=[O:13])[N:3]=1.[C:16]([O-])([O-])=O.[K+].[K+].CB1OB(C)OB(C)O1. The catalyst is O1CCOCC1.O.C1C=CC(P(C2C=CC=CC=2)[C-]2C=CC=C2)=CC=1.C1C=CC(P(C2C=CC=CC=2)[C-]2C=CC=C2)=CC=1.Cl[Pd]Cl.[Fe+2]. The product is [CH3:16][C:2]1[CH:11]=[CH:10][C:9]2[C:4](=[CH:5][CH:6]=[C:7]([CH3:15])[C:8]=2[N+:12]([O-:14])=[O:13])[N:3]=1. The yield is 0.610.